This data is from Catalyst prediction with 721,799 reactions and 888 catalyst types from USPTO. The task is: Predict which catalyst facilitates the given reaction. (1) Reactant: [H-].[Na+].[CH:3]([C:6]1([OH:10])[CH2:9][O:8][CH2:7]1)([CH3:5])[CH3:4].[C:11](=O)([O:19]C1C=CC=CN=1)[O:12][C:13]1[CH:18]=[CH:17][CH:16]=[CH:15][N:14]=1. Product: [C:11](=[O:19])([O:12][C:13]1[CH:18]=[CH:17][CH:16]=[CH:15][N:14]=1)[O:10][C:6]1([CH:3]([CH3:5])[CH3:4])[CH2:9][O:8][CH2:7]1. The catalyst class is: 49. (2) Reactant: Cl.[Cl:2][C:3]1[C:8]([Cl:9])=[CH:7][CH:6]=[CH:5][C:4]=1[CH2:10][NH:11][C:12]1[S:13][CH2:14][CH2:15][N:16]=1.[OH-].[Na+]. Product: [Cl:2][C:3]1[C:8]([Cl:9])=[CH:7][CH:6]=[CH:5][C:4]=1[CH2:10][NH:11][C:12]1[S:13][CH2:14][CH2:15][N:16]=1. The catalyst class is: 581. (3) Reactant: C[O:2][C:3](=[O:23])[C@H:4]([CH2:13][S:14][C:15]1[CH:20]=[CH:19][C:18]([Br:21])=[CH:17][C:16]=1[NH2:22])[NH:5][C:6]([O:8][C:9]([CH3:12])([CH3:11])[CH3:10])=[O:7].[OH-].[Na+]. Product: [C:9]([O:8][C:6]([NH:5][C@H:4]([C:3]([OH:23])=[O:2])[CH2:13][S:14][C:15]1[CH:20]=[CH:19][C:18]([Br:21])=[CH:17][C:16]=1[NH2:22])=[O:7])([CH3:12])([CH3:10])[CH3:11]. The catalyst class is: 237.